Dataset: Peptide-MHC class I binding affinity with 185,985 pairs from IEDB/IMGT. Task: Regression. Given a peptide amino acid sequence and an MHC pseudo amino acid sequence, predict their binding affinity value. This is MHC class I binding data. The peptide sequence is LTDFQPHQLW. The MHC is HLA-B53:01 with pseudo-sequence HLA-B53:01. The binding affinity (normalized) is 0.239.